This data is from Reaction yield outcomes from USPTO patents with 853,638 reactions. The task is: Predict the reaction yield, written as a fraction of the theoretical maximum amount of product (1.0 means a 100% yield; for example, 0.34 means a 34% yield). The reactants are [NH2:1][C:2]1[CH:3]=[C:4]([CH:21]=[CH:22][C:23]=1[O:24][CH:25]1[CH2:27][CH2:26]1)[C:5]([NH:7][C:8]1[CH:9]=[N:10][C:11]([C:14]2[CH:19]=[CH:18][CH:17]=[CH:16][C:15]=2[F:20])=[CH:12][CH:13]=1)=[O:6].[CH3:28][N:29]([CH3:36])[C:30]1([C:33](O)=[O:34])[CH2:32][CH2:31]1.C1CN([P+](ON2N=NC3C=CC=CC2=3)(N2CCCC2)N2CCCC2)CC1.F[P-](F)(F)(F)(F)F.C(N(C(C)C)C(C)C)C. The catalyst is CN(C=O)C. The product is [CH:25]1([O:24][C:23]2[CH:22]=[CH:21][C:4]([C:5]([NH:7][C:8]3[CH:9]=[N:10][C:11]([C:14]4[CH:19]=[CH:18][CH:17]=[CH:16][C:15]=4[F:20])=[CH:12][CH:13]=3)=[O:6])=[CH:3][C:2]=2[NH:1][C:33]([C:30]2([N:29]([CH3:36])[CH3:28])[CH2:32][CH2:31]2)=[O:34])[CH2:26][CH2:27]1. The yield is 0.170.